This data is from Full USPTO retrosynthesis dataset with 1.9M reactions from patents (1976-2016). The task is: Predict the reactants needed to synthesize the given product. (1) Given the product [F:17][C:18]1[CH:26]=[CH:25][C:24]([F:27])=[CH:23][C:19]=1[C:20]1[O:14][C:13]([C:3]2[C:4]([C:7]3[CH:12]=[CH:11][CH:10]=[CH:9][CH:8]=3)=[N:5][O:6][C:2]=2[CH3:1])=[N:15][N:16]=1, predict the reactants needed to synthesize it. The reactants are: [CH3:1][C:2]1[O:6][N:5]=[C:4]([C:7]2[CH:12]=[CH:11][CH:10]=[CH:9][CH:8]=2)[C:3]=1[C:13]([NH:15][NH2:16])=[O:14].[F:17][C:18]1[CH:26]=[CH:25][C:24]([F:27])=[CH:23][C:19]=1[C:20](O)=O. (2) The reactants are: [NH2:1][C:2]1[N:7]=[C:6]([C:8]2[O:9][CH:10]=[CH:11][CH:12]=2)[C:5]([C:13]#[N:14])=[C:4]([S:15]C)[N:3]=1.O.Cl. Given the product [NH2:1][C:2]1[NH:3][C:4](=[S:15])[C:5]([C:13]#[N:14])=[C:6]([C:8]2[O:9][CH:10]=[CH:11][CH:12]=2)[N:7]=1, predict the reactants needed to synthesize it. (3) Given the product [NH2:1][C:2]1[CH:7]=[CH:6][CH:5]=[CH:4][C:3]=1[NH:8][C:9]1[CH:10]=[CH:11][C:12]2[C:18](=[O:19])[C:17]3[CH:20]=[CH:21][CH:22]=[C:23]([O:24][CH2:25][C@H:26]([OH:27])[CH2:30][OH:29])[C:16]=3[CH2:15][CH2:14][C:13]=2[CH:33]=1, predict the reactants needed to synthesize it. The reactants are: [NH2:1][C:2]1[CH:7]=[CH:6][CH:5]=[CH:4][C:3]=1[NH:8][C:9]1[CH:10]=[CH:11][C:12]2[C:18](=[O:19])[C:17]3[CH:20]=[CH:21][CH:22]=[C:23]([O:24][CH2:25][C@H:26]4[CH2:30][O:29]C(C)(C)[O:27]4)[C:16]=3[CH2:15][CH2:14][C:13]=2[CH:33]=1.O.C1(C)C=CC(S(O)(=O)=O)=CC=1. (4) The reactants are: [CH2:1]([N:8]1[N:12]=[C:11]([CH:13]2[CH2:18][CH2:17][N:16]([C:19]3[CH:24]=[CH:23][C:22]([N+:25]([O-])=O)=[CH:21][C:20]=3[F:28])[CH2:15][CH2:14]2)[O:10][C:9]1=[O:29])[C:2]1[CH:7]=[CH:6][CH:5]=[CH:4][CH:3]=1.O.O.Cl[Sn]Cl. Given the product [NH2:25][C:22]1[CH:23]=[CH:24][C:19]([N:16]2[CH2:15][CH2:14][CH:13]([C:11]3[O:10][C:9](=[O:29])[N:8]([CH2:1][C:2]4[CH:7]=[CH:6][CH:5]=[CH:4][CH:3]=4)[N:12]=3)[CH2:18][CH2:17]2)=[C:20]([F:28])[CH:21]=1, predict the reactants needed to synthesize it. (5) The reactants are: [NH2:1][C:2]1[C:20]([NH2:21])=[CH:19][C:5]([C:6]([NH:8][C@H:9]2[CH2:14][CH2:13][C@H:12]([C:15]([F:18])([F:17])[F:16])[CH2:11][CH2:10]2)=[O:7])=[C:4]([Cl:22])[CH:3]=1.[N:23]([C:26]1[CH:27]=[C:28]([CH:37]=[CH:38][C:39]=1[O:40][CH3:41])[CH2:29][N-:30][C:31](=[O:36])[C:32]([CH3:35])([CH3:34])[CH3:33])=[C:24]=S. Given the product [F:18][C:15]([F:16])([F:17])[C@H:12]1[CH2:11][CH2:10][C@H:9]([NH:8][C:6]([C:5]2[C:4]([Cl:22])=[CH:3][C:2]3[NH:1][C:24]([NH:23][C:26]4[CH:27]=[C:28]([CH2:29][NH:30][C:31]([C:32]([CH3:33])([CH3:35])[CH3:34])=[O:36])[CH:37]=[CH:38][C:39]=4[O:40][CH3:41])=[N:21][C:20]=3[CH:19]=2)=[O:7])[CH2:14][CH2:13]1, predict the reactants needed to synthesize it. (6) Given the product [NH:21]1[C:16]2[CH:17]=[CH:18][CH:19]=[CH:20][C:15]=2[N:22]=[C:1]1[C:3]1[C:11]2[C:6](=[CH:7][C:8]([C:12]([OH:14])=[O:13])=[CH:9][CH:10]=2)[NH:5][N:4]=1, predict the reactants needed to synthesize it. The reactants are: [CH:1]([C:3]1[C:11]2[C:6](=[CH:7][C:8]([C:12]([OH:14])=[O:13])=[CH:9][CH:10]=2)[NH:5][N:4]=1)=O.[C:15]1([NH2:22])[CH:20]=[CH:19][CH:18]=[CH:17][C:16]=1[NH2:21].[S].O. (7) Given the product [CH3:3][C:4]1[CH:5]=[C:6]([CH:20]=[CH:21][CH:22]=1)[C:7]([C:9]1[C:18](=[O:19])[C:17]2[C:12](=[CH:13][CH:14]=[CH:15][CH:16]=2)[N:11]([CH2:25][C:26]2[CH:31]=[CH:30][CH:29]=[CH:28][N:27]=2)[CH:10]=1)=[O:8], predict the reactants needed to synthesize it. The reactants are: [H-].[Na+].[CH3:3][C:4]1[CH:5]=[C:6]([CH:20]=[CH:21][CH:22]=1)[C:7]([CH:9]1[C:18](=[O:19])[C:17]2[C:12](=[CH:13][CH:14]=[CH:15][CH:16]=2)[NH:11][CH2:10]1)=[O:8].Br.Br[CH2:25][C:26]1[CH:31]=[CH:30][CH:29]=[CH:28][N:27]=1. (8) Given the product [N:21]1[C:26]2[CH2:27][CH2:28][N:29]([C:2]3[N:7]=[CH:6][N:5]=[C:4]([NH:8][C:9]4[CH:10]=[C:11]([CH2:15][S:16]([NH2:19])(=[O:18])=[O:17])[CH:12]=[CH:13][CH:14]=4)[N:3]=3)[CH2:30][C:25]=2[CH:24]=[N:23][CH:22]=1, predict the reactants needed to synthesize it. The reactants are: Cl[C:2]1[N:7]=[CH:6][N:5]=[C:4]([NH:8][C:9]2[CH:10]=[C:11]([CH2:15][S:16]([NH2:19])(=[O:18])=[O:17])[CH:12]=[CH:13][CH:14]=2)[N:3]=1.Cl.[N:21]1[C:26]2[CH2:27][CH2:28][NH:29][CH2:30][C:25]=2[CH:24]=[N:23][CH:22]=1. (9) Given the product [CH3:1][C:2]1[CH:3]=[C:4]([O:14][C:15]2[CH:16]=[N:17][C:18]([S:21]([CH3:24])(=[O:23])=[O:22])=[CH:19][CH:20]=2)[CH:5]=[C:6]2[C:10]=1[NH:9][C:8]([C:11](=[S:34])[NH2:13])=[CH:7]2, predict the reactants needed to synthesize it. The reactants are: [CH3:1][C:2]1[CH:3]=[C:4]([O:14][C:15]2[CH:16]=[N:17][C:18]([S:21]([CH3:24])(=[O:23])=[O:22])=[CH:19][CH:20]=2)[CH:5]=[C:6]2[C:10]=1[NH:9][C:8]([C:11]([NH2:13])=O)=[CH:7]2.COC1C=CC(P2(SP(C3C=CC(OC)=CC=3)(=S)S2)=[S:34])=CC=1.